Dataset: Forward reaction prediction with 1.9M reactions from USPTO patents (1976-2016). Task: Predict the product of the given reaction. (1) Given the reactants [Cl:1][C:2]1[C:3]([CH:11]=O)=[CH:4][C:5]2[O:9][CH2:8][O:7][C:6]=2[CH:10]=1.[CH:13]1([NH2:16])[CH2:15][CH2:14]1, predict the reaction product. The product is: [Cl:1][C:2]1[C:3]([CH2:11][NH:16][CH:13]2[CH2:15][CH2:14]2)=[CH:4][C:5]2[O:9][CH2:8][O:7][C:6]=2[CH:10]=1. (2) Given the reactants [Br:1][C:2]1[CH:7]=[CH:6][C:5]([CH:8]2[CH2:13][CH2:12][NH:11][CH2:10][CH2:9]2)=[CH:4][C:3]=1[C:14]([F:17])([F:16])[F:15].C=O.[C:20](O[BH-](OC(=O)C)OC(=O)C)(=O)C.[Na+], predict the reaction product. The product is: [Br:1][C:2]1[CH:7]=[CH:6][C:5]([CH:8]2[CH2:13][CH2:12][N:11]([CH3:20])[CH2:10][CH2:9]2)=[CH:4][C:3]=1[C:14]([F:17])([F:15])[F:16].